Dataset: Reaction yield outcomes from USPTO patents with 853,638 reactions. Task: Predict the reaction yield, written as a fraction of the theoretical maximum amount of product (1.0 means a 100% yield; for example, 0.34 means a 34% yield). (1) The reactants are [NH2:1][C:2]1[N:7]=[CH:6][C:5]([C:8]2[CH:9]=[CH:10][C:11]3[O:17][CH2:16][CH2:15][N:14]([C:18]([N:20]4[CH:25]5[CH2:26][CH2:27][CH:21]4[CH2:22][C:23]([C:29]([F:32])([F:31])[F:30])([OH:28])[CH2:24]5)=[O:19])[CH2:13][C:12]=3[CH:33]=2)=[CH:4][C:3]=1[N+:34]([O-])=O.[H][H]. The catalyst is [Pd].C(O)(=O)C. The product is [NH2:34][C:3]1[CH:4]=[C:5]([C:8]2[CH:9]=[CH:10][C:11]3[O:17][CH2:16][CH2:15][N:14]([C:18]([N:20]4[CH:21]5[CH2:27][CH2:26][CH:25]4[CH2:24][C:23]([C:29]([F:32])([F:31])[F:30])([OH:28])[CH2:22]5)=[O:19])[CH2:13][C:12]=3[CH:33]=2)[CH:6]=[N:7][C:2]=1[NH2:1]. The yield is 0.920. (2) The reactants are C[Si]([N-][Si](C)(C)C)(C)C.[Li+].[O:11]1[C:15]2([CH2:20][CH2:19][C:18](=[O:21])[CH2:17][CH2:16]2)[O:14][CH2:13][CH2:12]1.[CH3:22]I.[Cl-].[NH4+]. The catalyst is O1CCCC1. The product is [CH3:22][CH:19]1[C:18](=[O:21])[CH2:17][CH2:16][C:15]2([O:14][CH2:13][CH2:12][O:11]2)[CH2:20]1. The yield is 0.620. (3) The reactants are [C-:1]#[N:2].[Na+].Cl[CH2:5][C:6]1[CH:7]=[CH:8][C:9]([O:12][CH3:13])=[N:10][CH:11]=1. The catalyst is CS(C)=O.[Cl-].[Na+].O. The product is [CH3:13][O:12][C:9]1[N:10]=[CH:11][C:6]([CH2:5][C:1]#[N:2])=[CH:7][CH:8]=1. The yield is 0.638. (4) The reactants are [CH3:1][N:2]1[CH:6]([C:7]([O:9][C:10]([CH3:13])([CH3:12])[CH3:11])=[O:8])[CH2:5][NH:4][C:3]1=[O:14].Br[C:16]1[N:20]([CH3:21])[CH:19]=[N:18][CH:17]=1.P([O-])([O-])([O-])=O.[K+].[K+].[K+].CN(C)[C@@H]1CCCC[C@H]1N. The catalyst is O1CCOCC1.ClCCl.[Cu]I. The product is [CH3:1][N:2]1[CH:6]([C:7]([O:9][C:10]([CH3:11])([CH3:13])[CH3:12])=[O:8])[CH2:5][N:4]([C:16]2[N:20]([CH3:21])[CH:19]=[N:18][CH:17]=2)[C:3]1=[O:14]. The yield is 0.326. (5) The reactants are [F:1][C:2]([F:35])([F:34])[C:3]1[CH:4]=[C:5]([CH:27]=[C:28]([C:30]([F:33])([F:32])[F:31])[CH:29]=1)[CH2:6][N:7]1[C:11](Cl)=[C:10]([C:13]([N:15]2[CH2:19][CH2:18][CH2:17][C@H:16]2[C:20]2[CH:25]=[CH:24][CH:23]=[CH:22][C:21]=2[Cl:26])=[O:14])[N:9]=[N:8]1.[NH:36]1[CH2:41][CH2:40][O:39][CH2:38][CH2:37]1. The catalyst is CCOC(C)=O. The product is [F:32][C:30]([F:31])([F:33])[C:28]1[CH:27]=[C:5]([CH:4]=[C:3]([C:2]([F:1])([F:35])[F:34])[CH:29]=1)[CH2:6][N:7]1[C:11]([N:36]2[CH2:41][CH2:40][O:39][CH2:38][CH2:37]2)=[C:10]([C:13]([N:15]2[CH2:19][CH2:18][CH2:17][CH:16]2[C:20]2[CH:25]=[CH:24][CH:23]=[CH:22][C:21]=2[Cl:26])=[O:14])[N:9]=[N:8]1. The yield is 0.540. (6) The reactants are F[C:2]1[CH:7]=[CH:6][C:5]([N+:8]([O-:10])=[O:9])=[CH:4][CH:3]=1.[CH3:11][C@@H:12]1[CH2:17][NH:16][CH2:15][CH2:14][NH:13]1.C([O-])([O-])=O.[K+].[K+]. The catalyst is CN(C=O)C.O. The product is [CH3:11][C@H:12]1[NH:13][CH2:14][CH2:15][N:16]([C:2]2[CH:7]=[CH:6][C:5]([N+:8]([O-:10])=[O:9])=[CH:4][CH:3]=2)[CH2:17]1. The yield is 0.840. (7) The reactants are [CH:1](/[C:7]1[N:11]2[N:12]=[C:13]([NH:16][CH2:17][CH2:18][CH2:19][NH:20]C(=O)OC(C)(C)C)[CH:14]=[CH:15][C:10]2=[N:9][CH:8]=1)=[CH:2]\[CH2:3][CH2:4][CH2:5][CH3:6]. The catalyst is C(O)(C(F)(F)F)=O. The product is [CH:1](/[C:7]1[N:11]2[N:12]=[C:13]([NH:16][CH2:17][CH2:18][CH2:19][NH2:20])[CH:14]=[CH:15][C:10]2=[N:9][CH:8]=1)=[CH:2]\[CH2:3][CH2:4][CH2:5][CH3:6]. The yield is 0.290. (8) The reactants are [Cl:1][C:2]1[C:3]([O:12][C:13]2[CH:18]=[C:17]([O:19][CH2:20][CH2:21][O:22][CH3:23])[CH:16]=[CH:15][C:14]=2/[CH:24]=[CH:25]/[CH2:26][OH:27])=[N:4][CH:5]=[C:6]([C:8]([F:11])([F:10])[F:9])[CH:7]=1.Cl[S:29]([N:32]=[C:33]=[O:34])(=[O:31])=[O:30].[NH2:35][CH2:36][CH2:37][O:38][CH:39]([CH3:41])[CH3:40].Cl. The catalyst is C(#N)C.N1C=CC=CC=1. The product is [CH:39]([O:38][CH2:37][CH2:36][NH:35][S:29]([NH:32][C:33](=[O:34])[O:27][CH2:26]/[CH:25]=[CH:24]/[C:14]1[CH:15]=[CH:16][C:17]([O:19][CH2:20][CH2:21][O:22][CH3:23])=[CH:18][C:13]=1[O:12][C:3]1[C:2]([Cl:1])=[CH:7][C:6]([C:8]([F:9])([F:11])[F:10])=[CH:5][N:4]=1)(=[O:31])=[O:30])([CH3:41])[CH3:40]. The yield is 0.380.